From a dataset of Catalyst prediction with 721,799 reactions and 888 catalyst types from USPTO. Predict which catalyst facilitates the given reaction. (1) Reactant: [OH:1][C@H:2]1[CH2:6][N:5](C(OC(C)(C)C)=O)[C@H:4]([CH2:14][OH:15])[CH2:3]1.[C:16]([OH:22])([C:18]([F:21])([F:20])[F:19])=[O:17]. Product: [OH:15][CH2:14][C@H:4]1[NH:5][CH2:6][C@H:2]([OH:1])[CH2:3]1.[C:16]([OH:22])([C:18]([F:21])([F:20])[F:19])=[O:17]. The catalyst class is: 2. (2) Reactant: [Cl-].[CH:2]1([NH:5][C:6](=[O:13])[CH2:7][CH2:8][CH2:9][NH2+:10][CH2:11][CH3:12])[CH2:4][CH2:3]1.[CH3:14][N:15]1[C:27]2[CH2:26][CH2:25][CH:24]([CH:28]3[CH2:33][CH2:32][O:31][CH2:30][CH2:29]3)[CH2:23][C:22]=2[C:21]2[C:16]1=[CH:17][CH:18]=[C:19]([C:34]([OH:36])=O)[CH:20]=2.CCN(C(C)C)C(C)C.CN(C(ON1N=NC2C=CC=NC1=2)=[N+](C)C)C.F[P-](F)(F)(F)(F)F. Product: [CH:2]1([NH:5][C:6](=[O:13])[CH2:7][CH2:8][CH2:9][N:10]([CH2:11][CH3:12])[C:34]([C:19]2[CH:20]=[C:21]3[C:16](=[CH:17][CH:18]=2)[N:15]([CH3:14])[C:27]2[CH2:26][CH2:25][CH:24]([CH:28]4[CH2:33][CH2:32][O:31][CH2:30][CH2:29]4)[CH2:23][C:22]3=2)=[O:36])[CH2:3][CH2:4]1. The catalyst class is: 3.